Dataset: Reaction yield outcomes from USPTO patents with 853,638 reactions. Task: Predict the reaction yield, written as a fraction of the theoretical maximum amount of product (1.0 means a 100% yield; for example, 0.34 means a 34% yield). (1) The reactants are [NH2:1][C:2]1[CH:3]=[C:4]([CH:8]2[N:13]3[N:14]=[C:15]([C:20]4[CH:25]=[CH:24][C:23]([O:26][C:27]5[CH:32]=[CH:31][CH:30]=[CH:29][CH:28]=5)=[CH:22][CH:21]=4)[C:16]([C:17]([NH2:19])=[O:18])=[C:12]3[NH:11][CH2:10][CH2:9]2)[CH:5]=[CH:6][CH:7]=1.N1C=CC=CC=1.[C:39](Cl)(=[O:42])[CH:40]=[CH2:41]. The catalyst is C(Cl)Cl. The product is [C:39]([NH:1][C:2]1[CH:3]=[C:4]([CH:8]2[N:13]3[N:14]=[C:15]([C:20]4[CH:25]=[CH:24][C:23]([O:26][C:27]5[CH:28]=[CH:29][CH:30]=[CH:31][CH:32]=5)=[CH:22][CH:21]=4)[C:16]([C:17]([NH2:19])=[O:18])=[C:12]3[NH:11][CH2:10][CH2:9]2)[CH:5]=[CH:6][CH:7]=1)(=[O:42])[CH:40]=[CH2:41]. The yield is 0.0538. (2) The reactants are [C:1]([O:5][C:6]([NH:8][CH2:9][CH2:10][CH2:11][C:12]([OH:14])=O)=[O:7])([CH3:4])([CH3:3])[CH3:2].C1N=CN(C(N2C=NC=C2)=O)C=1.Cl.[CH3:28][O:29][NH:30][CH3:31]. The catalyst is ClCCl. The product is [CH3:28][O:29][N:30]([CH3:31])[C:12](=[O:14])[CH2:11][CH2:10][CH2:9][NH:8][C:6](=[O:7])[O:5][C:1]([CH3:2])([CH3:3])[CH3:4]. The yield is 0.980.